Dataset: Catalyst prediction with 721,799 reactions and 888 catalyst types from USPTO. Task: Predict which catalyst facilitates the given reaction. (1) Reactant: C(Cl)(=O)[C:2](Cl)=[O:3].[NH2:7][C:8]1[N:16]=[CH:15][C:14]([Br:17])=[CH:13][C:9]=1[C:10]([NH2:12])=[O:11]. Product: [Br:17][C:14]1[CH:15]=[N:16][C:8]2[NH:7][C:2](=[O:3])[NH:12][C:10](=[O:11])[C:9]=2[CH:13]=1. The catalyst class is: 11. (2) Reactant: C([O:3][C:4](=O)[CH2:5][C:6]1[CH:11]=[CH:10][CH:9]=[C:8]([Cl:12])[N:7]=1)C.[Li+].[BH4-].O.Cl. Product: [Cl:12][C:8]1[N:7]=[C:6]([CH2:5][CH2:4][OH:3])[CH:11]=[CH:10][CH:9]=1. The catalyst class is: 1. (3) Reactant: C([O:3][C:4]1[CH:9]=[C:8]([Cl:10])[CH:7]=[CH:6][C:5]=1[O:11][CH2:12][C:13]1[CH:18]=[CH:17][CH:16]=[CH:15][CH:14]=1)=O.C[O-].[Na+]. Product: [CH2:12]([O:11][C:5]1[CH:6]=[CH:7][C:8]([Cl:10])=[CH:9][C:4]=1[OH:3])[C:13]1[CH:14]=[CH:15][CH:16]=[CH:17][CH:18]=1. The catalyst class is: 5. (4) Reactant: [CH3:1][N:2]1[C:6]2[CH:7]=[CH:8][CH:9]=[CH:10][C:5]=2[N:4]=[C:3]1S(O)(=O)=O.[CH2:15]([NH2:18])[CH2:16][CH3:17]. Product: [CH3:1][N:2]1[C:6]2[CH:7]=[CH:8][CH:9]=[CH:10][C:5]=2[N:4]=[C:3]1[NH:18][CH2:15][CH2:16][CH3:17]. The catalyst class is: 6.